Regression. Given two drug SMILES strings and cell line genomic features, predict the synergy score measuring deviation from expected non-interaction effect. From a dataset of NCI-60 drug combinations with 297,098 pairs across 59 cell lines. (1) Drug 1: CN1CCC(CC1)COC2=C(C=C3C(=C2)N=CN=C3NC4=C(C=C(C=C4)Br)F)OC. Drug 2: CN(CCCl)CCCl.Cl. Cell line: BT-549. Synergy scores: CSS=2.74, Synergy_ZIP=-0.537, Synergy_Bliss=-2.93, Synergy_Loewe=-11.7, Synergy_HSA=-6.30. (2) Drug 1: C1C(C(OC1N2C=NC3=C(N=C(N=C32)Cl)N)CO)O. Drug 2: CC1C(C(CC(O1)OC2CC(CC3=C2C(=C4C(=C3O)C(=O)C5=C(C4=O)C(=CC=C5)OC)O)(C(=O)CO)O)N)O.Cl. Cell line: MDA-MB-231. Synergy scores: CSS=43.7, Synergy_ZIP=-7.59, Synergy_Bliss=-9.23, Synergy_Loewe=-6.71, Synergy_HSA=-4.70. (3) Drug 1: CC1=C2C(C(=O)C3(C(CC4C(C3C(C(C2(C)C)(CC1OC(=O)C(C(C5=CC=CC=C5)NC(=O)OC(C)(C)C)O)O)OC(=O)C6=CC=CC=C6)(CO4)OC(=O)C)O)C)O. Drug 2: CC1=C(N=C(N=C1N)C(CC(=O)N)NCC(C(=O)N)N)C(=O)NC(C(C2=CN=CN2)OC3C(C(C(C(O3)CO)O)O)OC4C(C(C(C(O4)CO)O)OC(=O)N)O)C(=O)NC(C)C(C(C)C(=O)NC(C(C)O)C(=O)NCCC5=NC(=CS5)C6=NC(=CS6)C(=O)NCCC[S+](C)C)O. Cell line: LOX IMVI. Synergy scores: CSS=34.6, Synergy_ZIP=1.16, Synergy_Bliss=0.744, Synergy_Loewe=1.13, Synergy_HSA=2.13. (4) Drug 1: CCC1=CC2CC(C3=C(CN(C2)C1)C4=CC=CC=C4N3)(C5=C(C=C6C(=C5)C78CCN9C7C(C=CC9)(C(C(C8N6C)(C(=O)OC)O)OC(=O)C)CC)OC)C(=O)OC.C(C(C(=O)O)O)(C(=O)O)O. Drug 2: CCC1(CC2CC(C3=C(CCN(C2)C1)C4=CC=CC=C4N3)(C5=C(C=C6C(=C5)C78CCN9C7C(C=CC9)(C(C(C8N6C)(C(=O)OC)O)OC(=O)C)CC)OC)C(=O)OC)O.OS(=O)(=O)O. Cell line: OVCAR-8. Synergy scores: CSS=33.3, Synergy_ZIP=-6.62, Synergy_Bliss=-1.46, Synergy_Loewe=-0.0999, Synergy_HSA=-0.368. (5) Drug 1: CCCS(=O)(=O)NC1=C(C(=C(C=C1)F)C(=O)C2=CNC3=C2C=C(C=N3)C4=CC=C(C=C4)Cl)F. Drug 2: COC1=C(C=C2C(=C1)N=CN=C2NC3=CC(=C(C=C3)F)Cl)OCCCN4CCOCC4. Cell line: HOP-62. Synergy scores: CSS=20.8, Synergy_ZIP=-3.98, Synergy_Bliss=7.27, Synergy_Loewe=4.70, Synergy_HSA=6.77.